This data is from Reaction yield outcomes from USPTO patents with 853,638 reactions. The task is: Predict the reaction yield, written as a fraction of the theoretical maximum amount of product (1.0 means a 100% yield; for example, 0.34 means a 34% yield). (1) The reactants are [CH3:1][O:2][C:3]1[C:8]([CH3:9])=[CH:7][N:6]=[C:5]([CH2:10][N:11]2[N:39]=[C:15]3[CH2:16][C:17](=O)[C:18]4[CH2:19][S:20][N:21]=[C:22]([N:23]([C:31]([O:33][C:34]([CH3:37])([CH3:36])[CH3:35])=[O:32])[C:24]([O:26][C:27]([CH3:30])([CH3:29])[CH3:28])=[O:25])[C:13]([C:14]=43)=[N:12]2)[C:4]=1[CH3:40].ClC(Cl)C.[CH3:45][O:46][C:47]1[CH:54]=[C:53]([O:55][CH3:56])[CH:52]=[CH:51][C:48]=1[CH2:49][NH2:50].C(O[BH-](OC(=O)C)OC(=O)C)(=O)C.[Na+]. The catalyst is CO.C(O)(=O)C. The product is [CH3:45][O:46][C:47]1[CH:54]=[C:53]([O:55][CH3:56])[CH:52]=[CH:51][C:48]=1[CH2:49][NH:50][CH:17]1[C:18]2[CH2:19][S:20][N:21]=[C:22]([N:23]([C:31]([O:33][C:34]([CH3:35])([CH3:36])[CH3:37])=[O:32])[C:24]([O:26][C:27]([CH3:28])([CH3:30])[CH3:29])=[O:25])[C:13]3=[N:12][N:11]([CH2:10][C:5]4[C:4]([CH3:40])=[C:3]([O:2][CH3:1])[C:8]([CH3:9])=[CH:7][N:6]=4)[N:39]=[C:15]([C:14]=23)[CH2:16]1. The yield is 0.500. (2) The catalyst is CC(C)=O.C(Cl)Cl. The reactants are [CH3:1][C@@H:2]1[N:6]([C:7]([O:9][C:10]([CH3:13])([CH3:12])[CH3:11])=[O:8])[C@H:5]([C:14]([O:16][CH2:17][C:18]([C:20]2[CH:21]=[CH:22][C:23]3[C:32]4[CH:31]=[C:30]5[CH2:33][CH2:34][CH:35](Br)[C:36](=[O:37])[C:29]5=[CH:28][C:27]=4[O:26][CH2:25][C:24]=3[CH:39]=2)=[O:19])=[O:15])[CH2:4][CH2:3]1.[C:40]([O:44][C:45]([N:47]1[C@@H:51]([CH3:52])[CH2:50][CH2:49][C@H:48]1[C:53]([OH:55])=[O:54])=[O:46])([CH3:43])([CH3:42])[CH3:41].C([O-])([O-])=O.[Cs+].[Cs+]. The yield is 0.530. The product is [CH3:1][C@@H:2]1[N:6]([C:7]([O:9][C:10]([CH3:13])([CH3:12])[CH3:11])=[O:8])[C@H:5]([C:14]([O:16][CH2:17][C:18]([C:20]2[CH:21]=[CH:22][C:23]3[C:32]4[CH:31]=[C:30]5[CH2:33][CH2:34][CH:35]([O:55][C:53]([C@@H:48]6[CH2:49][CH2:50][C@H:51]([CH3:52])[N:47]6[C:45]([O:44][C:40]([CH3:41])([CH3:43])[CH3:42])=[O:46])=[O:54])[C:36](=[O:37])[C:29]5=[CH:28][C:27]=4[O:26][CH2:25][C:24]=3[CH:39]=2)=[O:19])=[O:15])[CH2:4][CH2:3]1. (3) The reactants are [CH3:1][O:2][C:3]([CH2:5][C:6](=O)[CH:7]([O:9][C:10]([C:12]1[CH:17]=[CH:16][C:15]([C:18]2[CH:23]=[CH:22][CH:21]=[CH:20][CH:19]=2)=[CH:14][CH:13]=1)=[O:11])[CH3:8])=[O:4].C([O-])(=O)C.[NH4+:29]. The catalyst is C(O)C. The product is [NH2:29][C:6](=[CH:5][C:3]([O:2][CH3:1])=[O:4])[CH:7]([O:9][C:10]([C:12]1[CH:17]=[CH:16][C:15]([C:18]2[CH:23]=[CH:22][CH:21]=[CH:20][CH:19]=2)=[CH:14][CH:13]=1)=[O:11])[CH3:8]. The yield is 0.900. (4) The reactants are [I:1][C:2]1[CH:10]=[CH:9][C:8]([S:11]([CH3:14])(=[O:13])=[O:12])=[CH:7][C:3]=1[C:4]([OH:6])=O.CN(C(ON1N=NC2C=CC=CC1=2)=[N+](C)C)C.[B-](F)(F)(F)F.C(N(C(C)C)C(C)C)C.[N:46]1([C:52]2[CH:59]=[CH:58][C:55]([C:56]#[N:57])=[CH:54][CH:53]=2)[CH2:51][CH2:50][NH:49][CH2:48][CH2:47]1. The catalyst is CN(C)C=O. The product is [I:1][C:2]1[CH:10]=[CH:9][C:8]([S:11]([CH3:14])(=[O:13])=[O:12])=[CH:7][C:3]=1[C:4]([N:49]1[CH2:48][CH2:47][N:46]([C:52]2[CH:53]=[CH:54][C:55]([C:56]#[N:57])=[CH:58][CH:59]=2)[CH2:51][CH2:50]1)=[O:6]. The yield is 0.870. (5) The reactants are [O:1]1[CH2:6][CH2:5][N:4]([CH2:7][CH2:8][O:9][C:10]2[CH:15]=[CH:14][C:13]([C:16]3[CH:17]=[CH:18][C:19]([CH2:22][C:23](OC)=[O:24])=[N:20][CH:21]=3)=[CH:12][CH:11]=2)[CH2:3][CH2:2]1.[CH2:27]([NH2:34])[C:28]1[CH:33]=[CH:32][CH:31]=[CH:30][CH:29]=1.C1(OC)C=CC=CC=1. The catalyst is C1(C)C=CC=CC=1. The product is [O:1]1[CH2:2][CH2:3][N:4]([CH2:7][CH2:8][O:9][C:10]2[CH:11]=[CH:12][C:13]([C:16]3[CH:17]=[CH:18][C:19]([CH2:22][C:23]([NH:34][CH2:27][C:28]4[CH:33]=[CH:32][CH:31]=[CH:30][CH:29]=4)=[O:24])=[N:20][CH:21]=3)=[CH:14][CH:15]=2)[CH2:5][CH2:6]1. The yield is 0.810. (6) The catalyst is C(Cl)Cl. The yield is 0.950. The product is [C:1]([C:5]1[CH:10]=[CH:9][C:8]([S:11]([N:14]([CH:16]([C:18]2[N:27]([C:28]3[CH:33]=[CH:32][C:31]([OH:34])=[CH:30][CH:29]=3)[C:26](=[O:36])[C:25]3[C:20](=[CH:21][CH:22]=[CH:23][CH:24]=3)[N:19]=2)[CH3:17])[CH3:15])(=[O:12])=[O:13])=[CH:7][CH:6]=1)([CH3:2])([CH3:3])[CH3:4]. The reactants are [C:1]([C:5]1[CH:10]=[CH:9][C:8]([S:11]([N:14]([CH:16]([C:18]2[N:27]([C:28]3[CH:33]=[CH:32][C:31]([O:34]C)=[CH:30][CH:29]=3)[C:26](=[O:36])[C:25]3[C:20](=[CH:21][CH:22]=[CH:23][CH:24]=3)[N:19]=2)[CH3:17])[CH3:15])(=[O:13])=[O:12])=[CH:7][CH:6]=1)([CH3:4])([CH3:3])[CH3:2].B(Br)(Br)Br. (7) The reactants are [C:1]([NH:8][CH2:9][CH2:10][C:11]1[CH:16]=[CH:15][C:14]([OH:17])=[CH:13][CH:12]=1)([O:3][C:4]([CH3:7])([CH3:6])[CH3:5])=[O:2].C1(P(C2C=CC=CC=2)C2C=CC=CC=2)C=CC=CC=1.[CH3:37][NH:38][CH2:39][CH2:40]O.CC(OC(/N=N/C(OC(C)C)=O)=O)C. The catalyst is C1COCC1. The product is [CH3:37][NH:38][CH2:39][CH2:40][O:17][C:14]1[CH:15]=[CH:16][C:11]([CH2:10][CH2:9][NH:8][C:1](=[O:2])[O:3][C:4]([CH3:6])([CH3:7])[CH3:5])=[CH:12][CH:13]=1. The yield is 0.440. (8) The reactants are C[C:2]1(C)[C:14](=[CH2:15])[C:13](=[O:16])[C:12]2[C:11]3[C:6](=[CH:7][CH:8]=[CH:9][CH:10]=3)[N:5]([CH2:17][C:18]3[CH:27]=[CH:26][C:21]([C:22]([O:24][CH3:25])=[O:23])=[CH:20][CH:19]=3)[C:4]=2[CH2:3]1.[F:29][C:30]1[CH:35]=[CH:34][C:33]([N:36]2[CH2:41][CH2:40][NH:39][CH2:38][CH2:37]2)=[CH:32][CH:31]=1. The catalyst is C1(C)C=CC=CC=1. The product is [F:29][C:30]1[CH:31]=[CH:32][C:33]([N:36]2[CH2:41][CH2:40][N:39]([CH2:15][CH:14]3[C:13](=[O:16])[C:12]4[C:11]5[C:6](=[CH:7][CH:8]=[CH:9][CH:10]=5)[N:5]([CH2:17][C:18]5[CH:27]=[CH:26][C:21]([C:22]([O:24][CH3:25])=[O:23])=[CH:20][CH:19]=5)[C:4]=4[CH2:3][CH2:2]3)[CH2:38][CH2:37]2)=[CH:34][CH:35]=1. The yield is 0.470.